Dataset: Full USPTO retrosynthesis dataset with 1.9M reactions from patents (1976-2016). Task: Predict the reactants needed to synthesize the given product. Given the product [CH3:1][O:13][C:12](=[O:14])[CH:11]([Br:10])[C:15]1[CH:20]=[CH:19][CH:18]=[CH:17][C:16]=1[Cl:21], predict the reactants needed to synthesize it. The reactants are: [CH3:1]O.C[Si](C=[N+]=[N-])(C)C.[Br:10][CH:11]([C:15]1[CH:20]=[CH:19][CH:18]=[CH:17][C:16]=1[Cl:21])[C:12]([OH:14])=[O:13].